This data is from Catalyst prediction with 721,799 reactions and 888 catalyst types from USPTO. The task is: Predict which catalyst facilitates the given reaction. (1) Product: [F:5][C:6]1([F:18])[CH2:9][CH:8]([NH:10][CH:11]=[O:12])[CH2:7]1. The catalyst class is: 5. Reactant: CC(Cl)=O.[F:5][C:6]1([F:18])[CH2:9][CH:8]([NH:10][C:11](=O)[O:12]C(C)(C)C)[CH2:7]1. (2) The catalyst class is: 14. Product: [CH2:1]([O:5][CH:6]1[CH2:11][CH2:10][N:9]([S:12]([CH2:15][CH:16]([OH:26])[CH2:17][CH2:18][CH2:19][C:20]2[N:21]=[CH:22][CH:23]=[CH:24][N:25]=2)(=[O:13])=[O:14])[CH2:8][CH2:7]1)[C:2]#[C:3][CH3:4]. Reactant: [CH2:1]([O:5][CH:6]1[CH2:11][CH2:10][N:9]([S:12]([CH2:15][C:16](=[O:26])[CH2:17][CH2:18][CH2:19][C:20]2[N:25]=[CH:24][CH:23]=[CH:22][N:21]=2)(=[O:14])=[O:13])[CH2:8][CH2:7]1)[C:2]#[C:3][CH3:4].[BH4-].[Na+].